This data is from Catalyst prediction with 721,799 reactions and 888 catalyst types from USPTO. The task is: Predict which catalyst facilitates the given reaction. (1) Reactant: [Cl:1][C:2]1[CH:7]=[C:6]([N+:8]([O-])=O)[CH:5]=[CH:4][C:3]=1[O:11][C:12]1[CH:17]=[CH:16][CH:15]=[CH:14][CH:13]=1.[Cl-].[NH4+].CO. Product: [Cl:1][C:2]1[CH:7]=[C:6]([CH:5]=[CH:4][C:3]=1[O:11][C:12]1[CH:17]=[CH:16][CH:15]=[CH:14][CH:13]=1)[NH2:8]. The catalyst class is: 150. (2) Reactant: CO.[N:3]1[CH:8]=[CH:7][C:6]([O:9][CH:10]([C:12]2[CH:21]=[CH:20][C:15]([C:16]([O:18]C)=[O:17])=[CH:14][CH:13]=2)[CH3:11])=[CH:5][CH:4]=1.[OH-].[Li+].Cl. Product: [N:3]1[CH:4]=[CH:5][C:6]([O:9][CH:10]([C:12]2[CH:13]=[CH:14][C:15]([C:16]([OH:18])=[O:17])=[CH:20][CH:21]=2)[CH3:11])=[CH:7][CH:8]=1. The catalyst class is: 6. (3) Reactant: [N+](=[CH:3][C:4]([C:6]1[S:7][CH:8]=[CH:9][CH:10]=1)=[O:5])=[N-].[Cl:11][C:12]1[C:13](=[O:22])[C:14](=[O:21])[C:15]([Cl:20])=[C:16]([Cl:19])[C:17]=1[Cl:18]. Product: [Cl:11][C:12]1[C:13]2[O:22][CH:3]([C:4]([C:6]3[S:7][CH:8]=[CH:9][CH:10]=3)=[O:5])[O:21][C:14]=2[C:15]([Cl:20])=[C:16]([Cl:19])[C:17]=1[Cl:18]. The catalyst class is: 48. (4) Reactant: O[C:2]1[C:7]2=[C:8]([C:11]3[CH:16]=[CH:15][CH:14]=[CH:13][CH:12]=3)[CH:9]=[CH:10][N:6]2[N:5]=[C:4]([C:17]2[CH:18]=[C:19]([S:23]([NH2:26])(=[O:25])=[O:24])[CH:20]=[N:21][CH:22]=2)[N:3]=1.CN([P+](O[N:38]1N=[N:45][C:40]2[CH:41]=[CH:42][CH:43]=[CH:44][C:39]1=2)(N(C)C)N(C)C)C.F[P-](F)(F)(F)(F)F.CCN(C(C)C)C(C)C.N1C=CC=CC=1CN. Product: [C:11]1([C:8]2[CH:9]=[CH:10][N:6]3[C:7]=2[C:2]([NH:38][CH2:39][C:44]2[CH:43]=[CH:42][CH:41]=[CH:40][N:45]=2)=[N:3][C:4]([C:17]2[CH:18]=[C:19]([S:23]([NH2:26])(=[O:25])=[O:24])[CH:20]=[N:21][CH:22]=2)=[N:5]3)[CH:16]=[CH:15][CH:14]=[CH:13][CH:12]=1. The catalyst class is: 1. (5) Reactant: Cl[C:2]1[CH:7]=[CH:6][C:5]([N+:8]([O-:10])=[O:9])=[CH:4][N:3]=1.[NH:11]1[CH2:15][CH2:14][CH2:13][CH2:12]1.C(=O)([O-])[O-].[K+].[K+]. Product: [N+:8]([C:5]1[CH:6]=[CH:7][C:2]([N:11]2[CH2:15][CH2:14][CH2:13][CH2:12]2)=[N:3][CH:4]=1)([O-:10])=[O:9]. The catalyst class is: 23. (6) Reactant: F[P-](F)(F)(F)(F)F.N1(OC(N(C)C)=[N+](C)C)C2N=CC=CC=2N=N1.CCN(CC)CC.[Cl-].[CH2:33]([O:35][C:36](=[O:48])[CH:37]([OH:47])[CH:38]([NH3+:46])[CH2:39][C:40]1[CH:45]=[CH:44][CH:43]=[CH:42][CH:41]=1)[CH3:34].[N:49]1[N:50]([C:58]2[N:66]=[CH:65][CH:64]=[CH:63][C:59]=2[C:60](O)=[O:61])[CH:51]=[C:52]2[C:57]=1[CH:56]=[CH:55][CH:54]=[CH:53]2. Product: [N:49]1[N:50]([C:58]2[N:66]=[CH:65][CH:64]=[CH:63][C:59]=2[C:60]([NH:46][CH:38]([CH2:39][C:40]2[CH:45]=[CH:44][CH:43]=[CH:42][CH:41]=2)[CH:37]([OH:47])[C:36]([O:35][CH2:33][CH3:34])=[O:48])=[O:61])[CH:51]=[C:52]2[C:57]=1[CH:56]=[CH:55][CH:54]=[CH:53]2. The catalyst class is: 4. (7) Reactant: [F:1][CH:2]([F:38])[C:3]1[N:7]([C:8]2[N:13]=[C:12]([N:14]3[CH2:19][CH2:18][O:17][CH2:16][CH2:15]3)[N:11]=[C:10]([N:20]3[CH2:25][CH2:24][N:23]([C:26]([O:28][C:29]([CH3:32])([CH3:31])[CH3:30])=[O:27])[CH2:22][CH2:21]3)[N:9]=2)[C:6]2[CH:33]=[CH:34][CH:35]=[C:36]([OH:37])[C:5]=2[N:4]=1.Br[CH2:40][CH2:41][CH2:42][OH:43].C([O-])([O-])=O.[K+].[K+].O. Product: [F:38][CH:2]([F:1])[C:3]1[N:7]([C:8]2[N:13]=[C:12]([N:14]3[CH2:15][CH2:16][O:17][CH2:18][CH2:19]3)[N:11]=[C:10]([N:20]3[CH2:25][CH2:24][N:23]([C:26]([O:28][C:29]([CH3:32])([CH3:30])[CH3:31])=[O:27])[CH2:22][CH2:21]3)[N:9]=2)[C:6]2[CH:33]=[CH:34][CH:35]=[C:36]([O:37][CH2:40][CH2:41][CH2:42][OH:43])[C:5]=2[N:4]=1. The catalyst class is: 3. (8) Reactant: [C:1]([O:5][C:6]([N:8]1[CH2:13][CH2:12][O:11][C@H:10]([CH2:14][C:15]2[CH:20]=[CH:19][CH:18]=[C:17](Br)[CH:16]=2)[CH2:9]1)=[O:7])([CH3:4])([CH3:3])[CH3:2].C([Li])(C)(C)C.CN(C)[CH:29]=[O:30].[Cl-].[NH4+]. Product: [C:1]([O:5][C:6]([N:8]1[CH2:13][CH2:12][O:11][C@H:10]([CH2:14][C:15]2[CH:20]=[CH:19][CH:18]=[C:17]([CH:29]=[O:30])[CH:16]=2)[CH2:9]1)=[O:7])([CH3:4])([CH3:3])[CH3:2]. The catalyst class is: 27.